Dataset: Full USPTO retrosynthesis dataset with 1.9M reactions from patents (1976-2016). Task: Predict the reactants needed to synthesize the given product. Given the product [C:1]([O:5][C:6](=[O:7])[CH2:8][O:9][C:10]1[CH:15]=[CH:14][C:13]([CH2:16][CH2:17][C:18]([N:71]2[CH2:92][CH2:91][C:74]3([NH:78]/[C:77](=[N:79]/[C:80]([C:82]4[C:87]([NH2:88])=[N:86][C:85]([NH2:89])=[C:84]([Cl:90])[N:83]=4)=[O:81])/[NH:76][CH2:75]3)[CH2:73][CH2:72]2)=[O:20])=[CH:12][C:11]=1[Cl:21])([CH3:2])([CH3:3])[CH3:4], predict the reactants needed to synthesize it. The reactants are: [C:1]([O:5][C:6]([CH2:8][O:9][C:10]1[CH:15]=[CH:14][C:13]([CH2:16][CH2:17][C:18]([OH:20])=O)=[CH:12][C:11]=1[Cl:21])=[O:7])([CH3:4])([CH3:3])[CH3:2].CN(C(ON1N=NC2C=CC=NC1=2)=[N+](C)C)C.F[P-](F)(F)(F)(F)F.CN1CCOCC1.C(OC(=O)COC1C=CC(CCC([N:71]2[CH2:92][CH2:91][C:74]3([NH:78]/[C:77](=[N:79]/[C:80]([C:82]4[C:87]([NH2:88])=[N:86][C:85]([NH2:89])=[C:84]([Cl:90])[N:83]=4)=[O:81])/[NH:76][CH2:75]3)[CH2:73][CH2:72]2)=O)=CC=1)(C)(C)C.